Task: Predict the reactants needed to synthesize the given product.. Dataset: Full USPTO retrosynthesis dataset with 1.9M reactions from patents (1976-2016) Given the product [ClH:38].[F:1][C:2]1[CH:3]=[CH:4][CH:5]=[C:6]2[C:10]=1[N:9]([C:11]1[N:15]=[C:14]([CH:16]3[CH2:21][CH2:20][N:19]([CH:22]4[CH2:23][CH2:24][N:25]([C:28](=[O:31])[CH2:29][OH:30])[CH2:26][CH2:27]4)[CH2:18][CH2:17]3)[O:13][N:12]=1)[N:8]=[C:7]2[CH:32]([CH3:34])[CH3:33], predict the reactants needed to synthesize it. The reactants are: [F:1][C:2]1[CH:3]=[CH:4][CH:5]=[C:6]2[C:10]=1[N:9]([C:11]1[N:15]=[C:14]([CH:16]3[CH2:21][CH2:20][N:19]([CH:22]4[CH2:27][CH2:26][N:25]([C:28](=[O:31])[CH2:29][OH:30])[CH2:24][CH2:23]4)[CH2:18][CH2:17]3)[O:13][N:12]=1)[N:8]=[C:7]2[CH:32]([CH3:34])[CH3:33].C(O)C.[ClH:38].C(OCC)C.